This data is from Full USPTO retrosynthesis dataset with 1.9M reactions from patents (1976-2016). The task is: Predict the reactants needed to synthesize the given product. (1) Given the product [NH2:1]/[C:2](/[CH:9]([CH2:10][CH3:11])[CH2:12][CH3:13])=[C:3](\[C:7]#[N:8])/[CH3:4], predict the reactants needed to synthesize it. The reactants are: [NH2:1]/[C:2](/[CH:9]([CH2:12][CH3:13])[CH2:10][CH3:11])=[C:3](/[C:7]#[N:8])\[C:4](Cl)=O.C([O-])(O)=O.[Na+]. (2) Given the product [OH:25][NH:24][C:22](=[O:23])[C@:21]([CH3:36])([S:32]([CH3:35])(=[O:34])=[O:33])[CH2:20][CH2:19][N:16]1[CH:17]=[CH:18][C:13]([C:10]2[CH:11]=[CH:12][C:7]([C@H:5]3[CH2:4][C@H:3]([OH:2])[CH2:6]3)=[CH:8][CH:9]=2)=[CH:14][C:15]1=[O:37], predict the reactants needed to synthesize it. The reactants are: Cl.[OH:2][C@H:3]1[CH2:6][C@H:5]([C:7]2[CH:12]=[CH:11][C:10]([C:13]3[CH:18]=[CH:17][N:16]([CH2:19][CH2:20][C@@:21]([CH3:36])([S:32]([CH3:35])(=[O:34])=[O:33])[C:22]([NH:24][O:25]C4CCCCO4)=[O:23])[C:15](=[O:37])[CH:14]=3)=[CH:9][CH:8]=2)[CH2:4]1. (3) Given the product [CH2:2]([O:9][N:10]=[CH:11][CH3:12])[C:3]1[CH:8]=[CH:7][CH:6]=[CH:5][CH:4]=1, predict the reactants needed to synthesize it. The reactants are: Cl.[CH2:2]([O:9][NH2:10])[C:3]1[CH:8]=[CH:7][CH:6]=[CH:5][CH:4]=1.[C:11]([O-])(=O)[CH3:12].[Na+].C(=O)C. (4) Given the product [CH2:4]([O:6][C:7]([C:9]1[S:10][C:11]([N:2]([CH3:3])[CH3:1])=[C:12]([C:21]#[N:22])[C:13]=1[C:14]1[CH:19]=[CH:18][C:17]([I:20])=[CH:16][CH:15]=1)=[O:8])[CH3:5], predict the reactants needed to synthesize it. The reactants are: [CH3:1][NH:2][CH3:3].[CH2:4]([O:6][C:7]([C:9]1[S:10][C:11](S(C)(=O)=O)=[C:12]([C:21]#[N:22])[C:13]=1[C:14]1[CH:19]=[CH:18][C:17]([I:20])=[CH:16][CH:15]=1)=[O:8])[CH3:5]. (5) Given the product [OH:17][C:18]1([C:2]2[CH:7]=[CH:6][CH:5]=[CH:4][C:3]=2[C:8]([F:11])([F:10])[F:9])[CH2:19][CH2:20][N:21]([C:24]([O:26][C:27]([CH3:30])([CH3:29])[CH3:28])=[O:25])[CH2:22][CH2:23]1, predict the reactants needed to synthesize it. The reactants are: Br[C:2]1[CH:7]=[CH:6][CH:5]=[CH:4][C:3]=1[C:8]([F:11])([F:10])[F:9].C([Li])CCC.[O:17]=[C:18]1[CH2:23][CH2:22][N:21]([C:24]([O:26][C:27]([CH3:30])([CH3:29])[CH3:28])=[O:25])[CH2:20][CH2:19]1. (6) Given the product [CH3:22][C:21]1[N:38]2[N:39]=[CH:40][C:41]([C:42]([O:44][CH2:45][CH3:46])=[O:43])=[C:37]2[N:36]=[CH:19][C:18]=1[CH2:17][C:16]1[CH:24]=[CH:25][CH:26]=[C:14]([O:13][C:12]([F:28])([F:27])[F:11])[CH:15]=1, predict the reactants needed to synthesize it. The reactants are: C(Cl)(=O)C(Cl)=O.CS(C)=O.[F:11][C:12]([F:28])([F:27])[O:13][C:14]1[CH:15]=[C:16]([CH:24]=[CH:25][CH:26]=1)[CH2:17][CH:18]([CH:21](O)[CH3:22])[CH2:19]O.C(N(CC)CC)C.[NH2:36][C:37]1[C:41]([C:42]([O:44][CH2:45][CH3:46])=[O:43])=[CH:40][NH:39][N:38]=1.Cl.